Dataset: Forward reaction prediction with 1.9M reactions from USPTO patents (1976-2016). Task: Predict the product of the given reaction. (1) Given the reactants [Br:1][C:2]1[C:7]([C:8]([O-])=[O:9])=[C:6]([CH3:11])[C:5]([O:12][CH3:13])=[CH:4][CH:3]=1.[H-].[H-].[H-].[H-].[Li+].[Al+3].CC#N, predict the reaction product. The product is: [Br:1][C:2]1[C:7]([CH2:8][OH:9])=[C:6]([CH3:11])[C:5]([O:12][CH3:13])=[CH:4][CH:3]=1. (2) Given the reactants [Br:1][C:2]1[CH:6]=[N:5][N:4]([CH3:7])[C:3]=1[C:8]1[CH:9]=[C:10]([NH2:20])[CH:11]=[CH:12][C:13]=1[O:14][CH2:15][CH2:16][N:17]([CH3:19])[CH3:18].[F:21][C:22]1[CH:27]=[CH:26][C:25]([N:28]=[C:29]=[O:30])=[CH:24][CH:23]=1, predict the reaction product. The product is: [Br:1][C:2]1[CH:6]=[N:5][N:4]([CH3:7])[C:3]=1[C:8]1[CH:9]=[C:10]([NH:20][C:29]([NH:28][C:25]2[CH:26]=[CH:27][C:22]([F:21])=[CH:23][CH:24]=2)=[O:30])[CH:11]=[CH:12][C:13]=1[O:14][CH2:15][CH2:16][N:17]([CH3:18])[CH3:19]. (3) Given the reactants [N:1]([C:4]1[C:5]2[NH:12][CH:11]=[C:10]([C@@H:13]3[N:17]([C:18]([O:20][C:21]([CH3:24])([CH3:23])[CH3:22])=[O:19])[C@@H:16]([CH2:25][OH:26])[C@H:15]4[O:27][C:28]([CH3:31])([CH3:30])[O:29][C@@H:14]34)[C:6]=2[N:7]=[CH:8][N:9]=1)=[N+:2]=[N-:3].[C:32]([O:36][C:37]([NH:39][C@@H:40]([C@@H:44]([CH3:47])[CH2:45][CH3:46])[C:41](O)=[O:42])=[O:38])([CH3:35])([CH3:34])[CH3:33].Cl.C(N=C=NCCCN(C)C)C, predict the reaction product. The product is: [N:1]([C:4]1[C:5]2[NH:12][CH:11]=[C:10]([C@@H:13]3[N:17]([C:18]([O:20][C:21]([CH3:24])([CH3:23])[CH3:22])=[O:19])[C@H:16]([CH2:25][O:26][C:41](=[O:42])[C@@H:40]([NH:39][C:37]([O:36][C:32]([CH3:33])([CH3:35])[CH3:34])=[O:38])[C@@H:44]([CH3:47])[CH2:45][CH3:46])[C@H:15]4[O:27][C:28]([CH3:31])([CH3:30])[O:29][C@@H:14]34)[C:6]=2[N:7]=[CH:8][N:9]=1)=[N+:2]=[N-:3]. (4) Given the reactants N1C=CN=C1.C1CCN2C(=NCCC2)CC1.[C:17]1([CH2:23][C:24](Cl)=[O:25])[CH:22]=[CH:21][CH:20]=[CH:19][CH:18]=1.[NH2:27][C:28]1[O:32][N:31]=[C:30]([C:33]2[CH:38]=[CH:37][CH:36]=[C:35]([F:39])[C:34]=2[F:40])[C:29]=1[C:41]1[CH:46]=[CH:45][N:44]=[CH:43][CH:42]=1, predict the reaction product. The product is: [F:40][C:34]1[C:35]([F:39])=[CH:36][CH:37]=[CH:38][C:33]=1[C:30]1[C:29]([C:41]2[CH:46]=[CH:45][N:44]=[CH:43][CH:42]=2)=[C:28]([NH:27][C:24](=[O:25])[CH2:23][C:17]2[CH:22]=[CH:21][CH:20]=[CH:19][CH:18]=2)[O:32][N:31]=1. (5) Given the reactants [Br:1][C:2]1[C:10]2[O:9][CH2:8][C:7]([CH3:12])([CH3:11])[C:6]=2[CH:5]=[C:4]([C:13]([OH:15])=O)[CH:3]=1.Cl.[CH3:17][NH:18][CH3:19], predict the reaction product. The product is: [CH3:17][N:18]([CH3:19])[C:13]([C:4]1[CH:3]=[C:2]([Br:1])[C:10]2[O:9][CH2:8][C:7]([CH3:12])([CH3:11])[C:6]=2[CH:5]=1)=[O:15]. (6) Given the reactants [Cl:1][C:2]1[S:6][C:5]([C:7]2[C:11]([C:12]3[CH:17]=[CH:16][N:15]=[C:14](SC)[N:13]=3)=[CH:10][N:9]([CH:20]([CH3:22])[CH3:21])[N:8]=2)=[CH:4][CH:3]=1.Cl[C:24]1C=CC=C(C(OO)=O)C=1.[S:34]([O-:37])([O-])=[O:35].[Na+].[Na+], predict the reaction product. The product is: [Cl:1][C:2]1[S:6][C:5]([C:7]2[C:11]([C:12]3[CH:17]=[CH:16][N:15]=[C:14]([S:34]([CH3:24])(=[O:37])=[O:35])[N:13]=3)=[CH:10][N:9]([CH:20]([CH3:21])[CH3:22])[N:8]=2)=[CH:4][CH:3]=1. (7) Given the reactants [CH2:1]([C:3]([C:19]1[CH:24]=[CH:23][C:22](/[CH:25]=[CH:26]/[C:27]([O:29]CC)=[O:28])=[C:21]([O:32][CH3:33])[CH:20]=1)=[C:4]([C:12]1[CH:17]=[CH:16][C:15]([OH:18])=[CH:14][CH:13]=1)[C:5]1[CH:10]=[CH:9][C:8]([OH:11])=[CH:7][CH:6]=1)[CH3:2].[OH-].[Na+], predict the reaction product. The product is: [CH2:1]([C:3]([C:19]1[CH:24]=[CH:23][C:22](/[CH:25]=[CH:26]/[C:27]([OH:29])=[O:28])=[C:21]([O:32][CH3:33])[CH:20]=1)=[C:4]([C:12]1[CH:13]=[CH:14][C:15]([OH:18])=[CH:16][CH:17]=1)[C:5]1[CH:10]=[CH:9][C:8]([OH:11])=[CH:7][CH:6]=1)[CH3:2]. (8) Given the reactants C1(=O)[N:5]([O:6][CH:7]2[CH2:12][CH2:11][O:10][C:8]2=[O:9])C(=O)C2=CC=CC=C12.[ClH:19], predict the reaction product. The product is: [ClH:19].[NH2:5][O:6][CH:7]1[CH2:12][CH2:11][O:10][C:8]1=[O:9]. (9) Given the reactants C1C=C[NH+]=CC=1.[O-][Cr](Cl)(=O)=O.[Br:12][C:13]1[CH:18]=[CH:17][C:16]([CH:19]([OH:28])[CH2:20][CH2:21][CH:22]2[O:27][CH2:26][CH2:25][CH2:24][O:23]2)=[CH:15][CH:14]=1, predict the reaction product. The product is: [Br:12][C:13]1[CH:18]=[CH:17][C:16]([C:19](=[O:28])[CH2:20][CH2:21][CH:22]2[O:23][CH2:24][CH2:25][CH2:26][O:27]2)=[CH:15][CH:14]=1. (10) The product is: [F:22][C:2]([F:1])([F:21])[C:3]1[CH:8]=[CH:7][N:6]=[C:5]([NH:9][C:10]([NH:12][CH:13]([CH2:18][CH:19]=[CH2:20])[C:14]([OH:16])=[O:15])=[O:11])[CH:4]=1. Given the reactants [F:1][C:2]([F:22])([F:21])[C:3]1[CH:8]=[CH:7][N:6]=[C:5]([NH:9][C:10]([NH:12][CH:13]([CH2:18][CH:19]=[CH2:20])[C:14]([O:16]C)=[O:15])=[O:11])[CH:4]=1.Cl, predict the reaction product.